From a dataset of Forward reaction prediction with 1.9M reactions from USPTO patents (1976-2016). Predict the product of the given reaction. (1) Given the reactants [C:1]([O:5][C:6]([N:8]1[CH2:13][CH2:12][CH:11]([C:14]([OH:16])=O)[CH2:10][CH2:9]1)=[O:7])([CH3:4])([CH3:3])[CH3:2].S(Cl)(Cl)=O.[Br:21][C:22]1[CH:27]=[C:26]([C:28]([F:31])([F:30])[F:29])[CH:25]=[CH:24][C:23]=1[NH2:32].C(N(CC)CC)C, predict the reaction product. The product is: [C:1]([O:5][C:6]([N:8]1[CH2:9][CH2:10][CH:11]([C:14](=[O:16])[NH:32][C:23]2[CH:24]=[CH:25][C:26]([C:28]([F:29])([F:30])[F:31])=[CH:27][C:22]=2[Br:21])[CH2:12][CH2:13]1)=[O:7])([CH3:2])([CH3:3])[CH3:4]. (2) Given the reactants [Br:1][C:2]1[CH:3]=[C:4]([NH:11][CH:12]=[C:13]([C:19]([O:21]CC)=O)[C:14]([O:16][CH2:17][CH3:18])=[O:15])[CH:5]=[CH:6][C:7]=1[O:8][CH2:9][CH3:10].CCCCCC.C1CCCCC1, predict the reaction product. The product is: [Br:1][C:2]1[CH:3]=[C:4]2[C:5]([C:19](=[O:21])[C:13]([C:14]([O:16][CH2:17][CH3:18])=[O:15])=[CH:12][NH:11]2)=[CH:6][C:7]=1[O:8][CH2:9][CH3:10].